From a dataset of Full USPTO retrosynthesis dataset with 1.9M reactions from patents (1976-2016). Predict the reactants needed to synthesize the given product. (1) Given the product [O:1]1[CH2:7][CH2:6][CH2:5][N:4]([CH2:8][C:9]#[N:10])[CH2:3][CH2:2]1, predict the reactants needed to synthesize it. The reactants are: [O:1]1[CH2:7][CH2:6][CH2:5][N:4]([CH2:8][CH2:9][NH2:10])[CH2:3][CH2:2]1.C(#N)CO.CCOCC. (2) Given the product [CH2:1]([O:8][N:9]1[C:15](=[O:16])[N:14]2[CH2:17][C@H:10]1[C:11]([CH2:21][CH2:22][NH:23][C:26](=[O:28])[O:29][C:36]([CH3:38])([CH3:39])[CH3:37])=[CH:12][C@H:13]2[C:18](=[O:19])[NH2:20])[C:2]1[CH:7]=[CH:6][CH:5]=[CH:4][CH:3]=1, predict the reactants needed to synthesize it. The reactants are: [CH2:1]([O:8][N:9]1[C:15](=[O:16])[N:14]2[CH2:17][C@H:10]1[C:11]([CH2:21][CH2:22][N+:23]([O-])=O)=[CH:12][C@H:13]2[C:18]([NH2:20])=[O:19])[C:2]1[CH:7]=[CH:6][CH:5]=[CH:4][CH:3]=1.[C:26]([OH:29])(=[O:28])C.CCN([CH:36]([CH3:38])[CH3:37])C(C)C.[CH2:39](O)C. (3) Given the product [CH3:20][O:21][C:22]1[CH:27]=[CH:26][C:25]([NH:28][C:29]([O:1][CH2:2][CH2:3][C:4]2[CH:5]=[C:6]([CH:17]=[CH:18][CH:19]=2)[CH2:7][CH:8]([C:9]([O:11][CH3:12])=[O:10])[C:13]([O:15][CH3:16])=[O:14])=[O:30])=[CH:24][CH:23]=1, predict the reactants needed to synthesize it. The reactants are: [OH:1][CH2:2][CH2:3][C:4]1[CH:5]=[C:6]([CH:17]=[CH:18][CH:19]=1)[CH2:7][CH:8]([C:13]([O:15][CH3:16])=[O:14])[C:9]([O:11][CH3:12])=[O:10].[CH3:20][O:21][C:22]1[CH:27]=[CH:26][C:25]([N:28]=[C:29]=[O:30])=[CH:24][CH:23]=1. (4) The reactants are: C[Si]([N-:5][Si](C)(C)C)(C)C.[Li+].[F:11][C:12]1[CH:13]=[C:14]([CH:17]=[CH:18][CH:19]=1)[C:15]#[N:16].Cl.[OH-].[Na+]. Given the product [F:11][C:12]1[CH:13]=[C:14]([CH:17]=[CH:18][CH:19]=1)[C:15]([NH2:5])=[NH:16], predict the reactants needed to synthesize it. (5) The reactants are: Cl.[NH2:2][C:3]1[C:4]([C:13]([NH:15][C@:16]([CH:22]2[CH2:27][CH2:26][CH2:25][CH2:24][CH2:23]2)([C:18]([O:20][CH3:21])=[O:19])[CH3:17])=[O:14])=[CH:5][C:6]2[C:11]([CH:12]=1)=[CH:10][CH:9]=[CH:8][CH:7]=2.[Cl:28][C:29]1[CH:34]=[C:33]([Cl:35])[CH:32]=[C:31]([Cl:36])[C:30]=1[N:37]=[C:38]=[O:39].CCCCCC.C(OCC)(=O)C. Given the product [CH:22]1([C@@:16]([C:18]([O:20][CH3:21])=[O:19])([CH3:17])[NH:15][C:13]([C:4]2[C:3]([NH:2][C:38]([NH:37][C:30]3[C:31]([Cl:36])=[CH:32][C:33]([Cl:35])=[CH:34][C:29]=3[Cl:28])=[O:39])=[CH:12][C:11]3[C:6](=[CH:7][CH:8]=[CH:9][CH:10]=3)[CH:5]=2)=[O:14])[CH2:23][CH2:24][CH2:25][CH2:26][CH2:27]1, predict the reactants needed to synthesize it. (6) The reactants are: ClC1C=C([C:9]2[N:13]3[C:14]4[N:22]=[C:21]([O:23][CH3:24])[CH:20]=[CH:19][C:15]=4[N:16]=[C:17]([CH3:18])[C:12]3=[C:11]([CH3:25])[N:10]=2)C=C(Cl)C=1.[Cl:26][C:27]1[CH:32]=[CH:31][C:30]([CH3:33])=[CH:29][C:28]=1B(O)O.C([O-])([O-])=O.[K+].[K+]. Given the product [Cl:26][C:27]1[CH:32]=[CH:31][C:30]([CH3:33])=[CH:29][C:28]=1[C:9]1[N:13]2[C:14]3[N:22]=[C:21]([O:23][CH3:24])[CH:20]=[CH:19][C:15]=3[N:16]=[C:17]([CH3:18])[C:12]2=[C:11]([CH3:25])[N:10]=1, predict the reactants needed to synthesize it. (7) Given the product [F:37][C:19]1[CH:18]=[CH:17][C:16]([N:12]2[CH2:13][CH2:14][CH2:15][CH:10]([CH2:9][OH:8])[CH2:11]2)=[CH:36][C:20]=1[C:21]([NH:23][C:24]1[C:25]([CH3:35])=[C:26]([CH:31]=[CH:32][C:33]=1[CH3:34])[C:27]([O:29][CH3:30])=[O:28])=[O:22], predict the reactants needed to synthesize it. The reactants are: [Si]([O:8][CH2:9][CH:10]1[CH2:15][CH2:14][CH2:13][N:12]([C:16]2[CH:17]=[CH:18][C:19]([F:37])=[C:20]([CH:36]=2)[C:21]([NH:23][C:24]2[C:25]([CH3:35])=[C:26]([CH:31]=[CH:32][C:33]=2[CH3:34])[C:27]([O:29][CH3:30])=[O:28])=[O:22])[CH2:11]1)(C(C)(C)C)(C)C.[N+](CCCC)(CCCC)(CCCC)CCCC.[F-].